From a dataset of Full USPTO retrosynthesis dataset with 1.9M reactions from patents (1976-2016). Predict the reactants needed to synthesize the given product. (1) Given the product [CH2:1]([C:5]1[CH:10]=[CH:9][C:8]([N:11]([CH2:12][CH:13]([CH3:15])[CH3:14])[S:18]([C:21]2[CH:26]=[CH:25][C:24]([O:27][CH2:28][C:29]([OH:31])=[O:30])=[C:23]([CH3:32])[CH:22]=2)(=[O:20])=[O:19])=[C:7]([CH3:16])[CH:6]=1)[CH2:2][CH2:3][CH3:4], predict the reactants needed to synthesize it. The reactants are: [CH2:1]([C:5]1[CH:10]=[CH:9][C:8]([NH:11][CH2:12][CH:13]([CH3:15])[CH3:14])=[C:7]([CH3:16])[CH:6]=1)[CH2:2][CH2:3][CH3:4].Cl[S:18]([C:21]1[CH:26]=[CH:25][C:24]([O:27][CH2:28][C:29]([OH:31])=[O:30])=[C:23]([CH3:32])[CH:22]=1)(=[O:20])=[O:19]. (2) Given the product [C:28]([O:27][C:25]([NH:18][C:17]([CH3:16])([CH3:32])[CH2:22][CH2:21][N:7]1[C:6]2[CH:5]=[CH:4][C:3]([C:11]([O:13][CH2:14][CH3:15])=[O:12])=[C:2]([Cl:1])[C:10]=2[N:9]=[CH:8]1)=[O:26])([CH3:31])([CH3:30])[CH3:29], predict the reactants needed to synthesize it. The reactants are: [Cl:1][C:2]1[C:10]2[NH:9][CH:8]=[N:7][C:6]=2[CH:5]=[CH:4][C:3]=1[C:11]([O:13][CH2:14][CH3:15])=[O:12].[CH3:16][C:17]1([CH3:32])[CH2:22][CH2:21]OS(=O)(=O)[N:18]1[C:25]([O:27][C:28]([CH3:31])([CH3:30])[CH3:29])=[O:26]. (3) Given the product [N:1]1[CH:6]=[CH:5][CH:4]=[C:3]([O:7][C:9]2[N:16]=[CH:15][CH:14]=[CH:13][C:10]=2[C:11]#[N:12])[CH:2]=1, predict the reactants needed to synthesize it. The reactants are: [N:1]1[CH:6]=[CH:5][CH:4]=[C:3]([OH:7])[CH:2]=1.Cl[C:9]1[N:16]=[CH:15][CH:14]=[CH:13][C:10]=1[C:11]#[N:12]. (4) Given the product [O:1]1[C:6]2[CH:7]=[CH:8][CH:9]=[CH:10][C:5]=2[O:4][CH2:3][C@@H:2]1[CH2:11][N:13]1[CH2:18][CH2:17][CH2:16][C@@H:15]([C:19]2[CH:24]=[CH:23][CH:22]=[C:21]([F:25])[CH:20]=2)[CH2:14]1, predict the reactants needed to synthesize it. The reactants are: [O:1]1[C:6]2[CH:7]=[CH:8][CH:9]=[CH:10][C:5]=2[O:4][CH2:3][C@@H:2]1[C:11]([N:13]1[CH2:18][CH2:17][CH2:16][C@@H:15]([C:19]2[CH:24]=[CH:23][CH:22]=[C:21]([F:25])[CH:20]=2)[CH2:14]1)=O. (5) Given the product [Cl:12][C:13]1[C:14]([C:19]([NH:1][C:2]2[CH:7]=[CH:6][CH:5]=[C:4]([C:8]([F:9])([F:11])[F:10])[N:3]=2)=[O:20])=[N:15][CH:16]=[CH:17][CH:18]=1, predict the reactants needed to synthesize it. The reactants are: [NH2:1][C:2]1[CH:7]=[CH:6][CH:5]=[C:4]([C:8]([F:11])([F:10])[F:9])[N:3]=1.[Cl:12][C:13]1[C:14]([C:19](O)=[O:20])=[N:15][CH:16]=[CH:17][CH:18]=1.CCN=C=NCCCN(C)C.Cl.C1C=CC2N(O)N=NC=2C=1.C(=O)(O)[O-].[Na+]. (6) The reactants are: Br[CH2:2][CH2:3][CH2:4][CH2:5][CH2:6][CH2:7][C:8]1[C:14]2[CH:15]=[C:16]([F:20])[C:17]([OH:19])=[CH:18][C:13]=2[CH2:12][CH2:11][CH2:10][C:9]=1[C:21]1[CH:26]=[CH:25][C:24]([F:27])=[C:23]([OH:28])[CH:22]=1.[CH3:29][O:30][CH2:31][CH2:32][NH:33][CH2:34][CH2:35][CH2:36][S:37]([CH2:39][CH2:40][CH2:41][C:42]([F:48])([F:47])[C:43]([F:46])([F:45])[F:44])=[O:38]. Given the product [F:20][C:16]1[C:17]([OH:19])=[CH:18][C:13]2[CH2:12][CH2:11][CH2:10][C:9]([C:21]3[CH:26]=[CH:25][C:24]([F:27])=[C:23]([OH:28])[CH:22]=3)=[C:8]([CH2:7][CH2:6][CH2:5][CH2:4][CH2:3][CH2:2][N:33]([CH2:32][CH2:31][O:30][CH3:29])[CH2:34][CH2:35][CH2:36][S:37]([CH2:39][CH2:40][CH2:41][C:42]([F:47])([F:48])[C:43]([F:46])([F:45])[F:44])=[O:38])[C:14]=2[CH:15]=1, predict the reactants needed to synthesize it.